Dataset: Full USPTO retrosynthesis dataset with 1.9M reactions from patents (1976-2016). Task: Predict the reactants needed to synthesize the given product. (1) Given the product [F:22][C:2]([F:1])([F:21])[C:3]1[CH:16]=[C:15]([C:17]([F:20])([F:19])[F:18])[CH:14]=[CH:13][C:4]=1[CH2:5][N:6]1[CH2:10][CH2:9][CH:8](/[CH:11]=[C:31]2/[C:27]([NH:26][CH2:23][C:24]#[CH:25])=[N:28][C:29](=[O:32])[S:30]/2)[CH2:7]1, predict the reactants needed to synthesize it. The reactants are: [F:1][C:2]([F:22])([F:21])[C:3]1[CH:16]=[C:15]([C:17]([F:20])([F:19])[F:18])[CH:14]=[CH:13][C:4]=1[CH2:5][N:6]1[CH2:10][CH2:9][CH:8]([CH:11]=O)[CH2:7]1.[CH2:23]([NH:26][C:27]1[CH2:31][S:30][C:29](=[O:32])[N:28]=1)[C:24]#[CH:25].C([O-])(=O)C.[NH2+]1CCCCC1. (2) Given the product [Cl:6][C:7]1[CH:8]=[C:9]2[C:15]([NH2:16])=[CH:14][NH:13][C:10]2=[N:11][CH:12]=1, predict the reactants needed to synthesize it. The reactants are: O.O.[Sn](Cl)Cl.[Cl:6][C:7]1[CH:8]=[C:9]2[C:15]([N+:16]([O-])=O)=[CH:14][NH:13][C:10]2=[N:11][CH:12]=1.[OH-].[Na+].